Predict the product of the given reaction. From a dataset of Forward reaction prediction with 1.9M reactions from USPTO patents (1976-2016). (1) The product is: [C:1]([O:5][C:6]([N:8]1[CH2:12][C@@H:11]([NH:13][C:14]([O:16][CH2:17][CH:18]2[C:30]3[CH:29]=[CH:28][CH:27]=[CH:26][C:25]=3[C:24]3[C:19]2=[CH:20][CH:21]=[CH:22][CH:23]=3)=[O:15])[CH2:10][C@H:9]1[C:31](=[O:32])[NH:77][C@H:67]1[C:76]2[C:71](=[CH:72][CH:73]=[CH:74][CH:75]=2)[CH2:70][CH2:69][CH2:68]1)=[O:7])([CH3:2])([CH3:4])[CH3:3]. Given the reactants [C:1]([O:5][C:6]([N:8]1[CH2:12][C@@H:11]([NH:13][C:14]([O:16][CH2:17][CH:18]2[C:30]3[CH:29]=[CH:28][CH:27]=[CH:26][C:25]=3[C:24]3[C:19]2=[CH:20][CH:21]=[CH:22][CH:23]=3)=[O:15])[CH2:10][C@H:9]1[C:31](O)=[O:32])=[O:7])([CH3:4])([CH3:3])[CH3:2].CN(C(ON1N=NC2C=CC=NC1=2)=[N+](C)C)C.F[P-](F)(F)(F)(F)F.CCN(C(C)C)C(C)C.[C@H:67]1([NH2:77])[C:76]2[C:71](=[CH:72][CH:73]=[CH:74][CH:75]=2)[CH2:70][CH2:69][CH2:68]1, predict the reaction product. (2) Given the reactants [Br:1][C:2]1[C:3]([CH3:20])=[N:4][N:5]([CH2:14]C(OCC)=O)[C:6]=1[C:7]1[CH:12]=[CH:11][C:10]([F:13])=[CH:9][CH:8]=1.[CH3:21][Mg+].[Br-].C([O:27][CH2:28][CH3:29])(=O)C.Cl, predict the reaction product. The product is: [Br:1][C:2]1[C:3]([CH3:20])=[N:4][N:5]([CH2:14][C:28]([CH3:29])([OH:27])[CH3:21])[C:6]=1[C:7]1[CH:12]=[CH:11][C:10]([F:13])=[CH:9][CH:8]=1. (3) Given the reactants [CH2:1]([N:8]1[CH2:12][CH2:11][CH:10]([OH:13])[CH2:9]1)[C:2]1[CH:7]=[CH:6][CH:5]=[CH:4][CH:3]=1.[Cl:14][C:15]1[C:20](O)=[CH:19][CH:18]=[CH:17][N:16]=1.C1(P(C2C=CC=CC=2)C2C=CC=CC=2)C=CC=CC=1.N(C(OC(C)C)=O)=NC(OC(C)C)=O, predict the reaction product. The product is: [CH2:1]([N:8]1[CH2:12][CH2:11][CH:10]([O:13][C:20]2[C:15]([Cl:14])=[N:16][CH:17]=[CH:18][CH:19]=2)[CH2:9]1)[C:2]1[CH:3]=[CH:4][CH:5]=[CH:6][CH:7]=1. (4) Given the reactants [Cl:1][C:2]1[CH:3]=[C:4]([CH:9](O)[CH3:10])[CH:5]=[N:6][C:7]=1[Cl:8].C1(C)C=CC(S(O)(=O)=O)=CC=1.O, predict the reaction product. The product is: [Cl:8][C:7]1[C:2]([Cl:1])=[CH:3][C:4]([CH:9]=[CH2:10])=[CH:5][N:6]=1. (5) Given the reactants [Na].[Br:2][C:3]1[CH:8]=[CH:7][C:6]([NH:9][CH2:10][C:11]([NH2:13])=[O:12])=[C:5]([C:14]#[N:15])[CH:4]=1, predict the reaction product. The product is: [NH2:15][C:14]1[C:5]2[C:6](=[CH:7][CH:8]=[C:3]([Br:2])[CH:4]=2)[NH:9][C:10]=1[C:11]([NH2:13])=[O:12].